From a dataset of Full USPTO retrosynthesis dataset with 1.9M reactions from patents (1976-2016). Predict the reactants needed to synthesize the given product. (1) Given the product [NH2:28][C:27]1[NH:10][C:9]([CH2:11][C:12]2[O:16][C:15]([C:17]([O:19][CH2:20][CH3:21])=[O:18])=[CH:14][CH:13]=2)=[N:22][C:23]=1[C:24](=[O:25])[NH2:26], predict the reactants needed to synthesize it. The reactants are: C(S[C:9]([CH2:11][C:12]1[O:16][C:15]([C:17]([O:19][CH2:20][CH3:21])=[O:18])=[CH:14][CH:13]=1)=[NH:10])C1C=CC=CC=1.[NH2:22][CH:23]([C:27]#[N:28])[C:24]([NH2:26])=[O:25].C(=O)([O-])O.[Na+]. (2) The reactants are: F[C:2]1[C:7]([S:8]([CH3:11])(=[O:10])=[O:9])=[CH:6][CH:5]=[CH:4][C:3]=1[CH:12]1[CH2:17][CH2:16][N:15]([CH2:18][CH2:19][CH3:20])[CH2:14][CH2:13]1.[NH3:21]. Given the product [CH3:11][S:8]([C:7]1[CH:6]=[CH:5][CH:4]=[C:3]([CH:12]2[CH2:17][CH2:16][N:15]([CH2:18][CH2:19][CH3:20])[CH2:14][CH2:13]2)[C:2]=1[NH2:21])(=[O:10])=[O:9], predict the reactants needed to synthesize it. (3) Given the product [CH3:16][O:17][C:18]1[N:19]=[CH:20][C:21]([NH2:25])=[C:22]([CH3:24])[CH:23]=1, predict the reactants needed to synthesize it. The reactants are: CC1C([N+]([O-])=O)=CN=C(N2CCCC2)C=1.[CH3:16][O:17][C:18]1[CH:23]=[C:22]([CH3:24])[C:21]([N+:25]([O-])=O)=[CH:20][N:19]=1.